The task is: Predict the product of the given reaction.. This data is from Forward reaction prediction with 1.9M reactions from USPTO patents (1976-2016). (1) Given the reactants Cl[C:2]1[CH:7]=[C:6]([Cl:8])[N:5]=[N:4][C:3]=1[C:9]([O:11][CH2:12][CH3:13])=[O:10].[F:14][C:15]([F:24])([F:23])[C:16]1[N:21]=[C:20]([NH2:22])[CH:19]=[CH:18][CH:17]=1, predict the reaction product. The product is: [Cl:8][C:6]1[N:5]=[N:4][C:3]([C:9]([O:11][CH2:12][CH3:13])=[O:10])=[C:2]([NH:22][C:20]2[CH:19]=[CH:18][CH:17]=[C:16]([C:15]([F:23])([F:14])[F:24])[N:21]=2)[CH:7]=1. (2) Given the reactants C(OC(=O)[NH:7][C:8]([CH3:36])([CH2:33][CH2:34][CH3:35])[CH2:9][NH:10][C:11]([C:13]1[C:14]([CH3:32])=[N:15][N:16]2[C:21]([O:22][CH2:23][C:24]3[C:29]([F:30])=[CH:28][CH:27]=[CH:26][C:25]=3[F:31])=[CH:20][CH:19]=[CH:18][C:17]=12)=[O:12])(C)(C)C.FC(F)(F)C(O)=O, predict the reaction product. The product is: [NH2:7][C:8]([CH3:36])([CH2:33][CH2:34][CH3:35])[CH2:9][NH:10][C:11]([C:13]1[C:14]([CH3:32])=[N:15][N:16]2[C:21]([O:22][CH2:23][C:24]3[C:29]([F:30])=[CH:28][CH:27]=[CH:26][C:25]=3[F:31])=[CH:20][CH:19]=[CH:18][C:17]=12)=[O:12].